This data is from Ames mutagenicity test results for genotoxicity prediction. The task is: Regression/Classification. Given a drug SMILES string, predict its toxicity properties. Task type varies by dataset: regression for continuous values (e.g., LD50, hERG inhibition percentage) or binary classification for toxic/non-toxic outcomes (e.g., AMES mutagenicity, cardiotoxicity, hepatotoxicity). Dataset: ames. (1) The molecule is COc1cccc(CN2C3c4ccccc4-c4ccccc4C32)c1. The result is 1 (mutagenic). (2) The molecule is CC(=O)OC1(C(C)=O)CCC2C3C4CC4(Cl)C4=CC(=O)C5CC5C4(C)C3CCC21C. The result is 0 (non-mutagenic). (3) The drug is OC1c2ccccc2-c2cc3c(ccc4ccccc43)nc2C1O. The result is 0 (non-mutagenic). (4) The compound is FC(F)(F)c1cccc(Cl)c1. The result is 0 (non-mutagenic).